From a dataset of Forward reaction prediction with 1.9M reactions from USPTO patents (1976-2016). Predict the product of the given reaction. Given the reactants [Cl:1][C:2]1[CH:3]=[C:4]([C:11]2[CH:15]=[CH:14][N:13]([CH2:16][C@@H:17]([NH:19][C:20]([C:22]3[NH:26][N:25]=[C:24]([C:27]4[N:28]=[CH:29][N:30](C(C5C=CC=CC=5)(C5C=CC=CC=5)C5C=CC=CC=5)[CH:31]=4)[CH:23]=3)=[O:21])[CH3:18])[N:12]=2)[CH:5]=[C:6]([F:10])[C:7]=1[C:8]#[N:9].C(O)=O.C1COCC1, predict the reaction product. The product is: [Cl:1][C:2]1[CH:3]=[C:4]([C:11]2[CH:15]=[CH:14][N:13]([CH2:16][C@@H:17]([NH:19][C:20]([C:22]3[NH:26][N:25]=[C:24]([C:27]4[N:28]=[CH:29][NH:30][CH:31]=4)[CH:23]=3)=[O:21])[CH3:18])[N:12]=2)[CH:5]=[C:6]([F:10])[C:7]=1[C:8]#[N:9].